This data is from Reaction yield outcomes from USPTO patents with 853,638 reactions. The task is: Predict the reaction yield, written as a fraction of the theoretical maximum amount of product (1.0 means a 100% yield; for example, 0.34 means a 34% yield). (1) The reactants are CN1CCOCC1.CN(C(ON1N=NC2C=CC=CC1=2)=[N+](C)C)C.F[P-](F)(F)(F)(F)F.O.ON1C2C=CC=CC=2N=N1.[C:43]([C:47]1[CH:55]=[CH:54][C:50]([C:51]([OH:53])=O)=[CH:49][CH:48]=1)([CH3:46])([CH3:45])[CH3:44].[NH2:56][C@@H:57]([CH2:77][CH:78]([CH3:80])[CH3:79])[C:58]([N:60]1[CH2:64][CH2:63][C@H:62]2[N:65]([C:69](=[O:76])[C:70]3[CH:75]=[CH:74][CH:73]=[CH:72][CH:71]=3)[CH2:66][C@H:67]([OH:68])[C@@H:61]12)=[O:59]. The catalyst is CN(C)C=O. The product is [C:69]([N:65]1[C@H:62]2[C@H:61]([N:60]([C:58]([C@@H:57]([NH:56][C:51](=[O:53])[C:50]3[CH:49]=[CH:48][C:47]([C:43]([CH3:44])([CH3:45])[CH3:46])=[CH:55][CH:54]=3)[CH2:77][CH:78]([CH3:80])[CH3:79])=[O:59])[CH2:64][CH2:63]2)[C@@H:67]([OH:68])[CH2:66]1)(=[O:76])[C:70]1[CH:75]=[CH:74][CH:73]=[CH:72][CH:71]=1. The yield is 0.680. (2) The reactants are [CH3:1][C:2]1([CH3:15])[CH2:11][CH2:10][C:9]2[C:4](=[CH:5][CH:6]=[C:7]([O:12]C)[CH:8]=2)[C:3]1=[O:14].Br. The catalyst is O.C(OCC)C. The product is [CH3:1][C:2]1([CH3:15])[CH2:11][CH2:10][C:9]2[C:4](=[CH:5][CH:6]=[C:7]([OH:12])[CH:8]=2)[C:3]1=[O:14]. The yield is 0.860. (3) The reactants are [NH2:1][C:2]1[N:7]=[C:6]([NH2:8])[C:5]([N:9]=O)=[C:4]([OH:11])[N:3]=1.[NH4+].[OH-].S(S([O-])=O)([O-])=O.[Na+].[Na+]. The catalyst is O. The product is [NH2:1][C:2]1[N:7]=[C:6]([NH2:8])[C:5]([NH2:9])=[C:4]([OH:11])[N:3]=1. The yield is 0.830. (4) The reactants are [O-]P([O-])([O-])=O.[K+].[K+].[K+].[CH2:9]([NH2:16])[C:10]1[CH:15]=[CH:14][CH:13]=[CH:12][CH:11]=1.I[C:18]1[CH:19]=[C:20]([N+:24]([O-:26])=[O:25])[CH:21]=[CH:22][CH:23]=1.C(O)CO. The product is [N+:24]([C:20]1[CH:19]=[C:18]([NH:16][CH2:9][C:10]2[CH:15]=[CH:14][CH:13]=[CH:12][CH:11]=2)[CH:23]=[CH:22][CH:21]=1)([O-:26])=[O:25]. The yield is 0.720. The catalyst is [Cu]I.CCCCCC.C(OCC)(=O)C.CC(O)C. (5) The reactants are [C:1]([C:5]1[CH:6]=[C:7]([NH:11][C:12]([C@H:14]2[CH2:19][CH2:18][CH2:17][NH:16][C@H:15]2[CH:20]2[CH2:24][CH2:23][CH2:22][CH2:21]2)=[O:13])[CH:8]=[CH:9][CH:10]=1)([CH3:4])([CH3:3])[CH3:2].CCN(CC)CC.[CH3:32][C:33]1[CH:41]=[CH:40][CH:39]=[CH:38][C:34]=1[C:35](Cl)=[O:36]. The catalyst is C(Cl)Cl.C(OCC)(=O)C. The product is [C:1]([C:5]1[CH:6]=[C:7]([NH:11][C:12]([C@H:14]2[CH2:19][CH2:18][CH2:17][N:16]([C:35](=[O:36])[C:34]3[CH:38]=[CH:39][CH:40]=[CH:41][C:33]=3[CH3:32])[C@H:15]2[CH:20]2[CH2:21][CH2:22][CH2:23][CH2:24]2)=[O:13])[CH:8]=[CH:9][CH:10]=1)([CH3:4])([CH3:2])[CH3:3]. The yield is 0.650. (6) The reactants are [NH:1]1[CH:8]=[CH:7][C:5](=[O:6])[NH:4][C:2]1=[O:3].[O-]P([O-])([O-])=O.[K+].[K+].[K+].C(C1C=CC=CC=1NC(=O)C1C=CC=CN=1)#N.[C:34]([C:38]1[CH:43]=[C:42](I)[CH:41]=[C:40]([I:45])[C:39]=1[O:46][CH3:47])([CH3:37])([CH3:36])[CH3:35]. The catalyst is CS(C)=O.[Cu]I.CC#N. The product is [C:34]([C:38]1[CH:43]=[C:42]([N:1]2[CH:8]=[CH:7][C:5](=[O:6])[NH:4][C:2]2=[O:3])[CH:41]=[C:40]([I:45])[C:39]=1[O:46][CH3:47])([CH3:37])([CH3:35])[CH3:36]. The yield is 0.700. (7) The reactants are Cl.Cl.[NH2:3][CH2:4][C@@:5]1([OH:13])[CH:10]2[CH2:11][CH2:12][N:7]([CH2:8][CH2:9]2)[CH2:6]1.C([O-])([O-])=O.[Cs+].[Cs+].[N:20]([C:23]1[CH:28]=[C:27]([O:29][C:30]2[CH:35]=[CH:34][CH:33]=[CH:32][CH:31]=2)[N:26]=[CH:25][N:24]=1)=[C:21]=S.C(N=C=NC(C)C)(C)C. The catalyst is CN(C)C=O. The product is [O:29]([C:27]1[N:26]=[CH:25][N:24]=[C:23]([NH:20][C:21]2[O:13][C@:5]3([CH2:4][N:3]=2)[CH:10]2[CH2:9][CH2:8][N:7]([CH2:12][CH2:11]2)[CH2:6]3)[CH:28]=1)[C:30]1[CH:31]=[CH:32][CH:33]=[CH:34][CH:35]=1. The yield is 0.482. (8) The reactants are [CH2:1]([S:8][CH2:9][C:10]1[N:15]=[C:14]([C:16]2[S:17][C:18]3[CH:26]=[CH:25][CH:24]=[CH:23][C:19]=3[C:20](=[O:22])[N:21]=2)[CH:13]=[CH:12][CH:11]=1)[C:2]1[CH:7]=[CH:6][CH:5]=[CH:4][CH:3]=1.ClC1C=CC=C(C(OO)=[O:35])C=1. The catalyst is C(Cl)(Cl)Cl. The product is [CH2:1]([S:8]([CH2:9][C:10]1[N:15]=[C:14]([C:16]2[S:17][C:18]3[CH:26]=[CH:25][CH:24]=[CH:23][C:19]=3[C:20](=[O:22])[N:21]=2)[CH:13]=[CH:12][CH:11]=1)=[O:35])[C:2]1[CH:3]=[CH:4][CH:5]=[CH:6][CH:7]=1. The yield is 0.640.